The task is: Predict the product of the given reaction.. This data is from Forward reaction prediction with 1.9M reactions from USPTO patents (1976-2016). (1) Given the reactants CO.C([Cl:6])(C)=O.[CH2:7]([NH:14][CH2:15][CH:16]([CH3:31])[C:17]([C:19]1[C:20]([CH:28]([CH3:30])[CH3:29])=[N:21][N:22]2[CH:27]=[CH:26][CH:25]=[CH:24][C:23]=12)=[O:18])[C:8]1[CH:13]=[CH:12][CH:11]=[CH:10][CH:9]=1, predict the reaction product. The product is: [ClH:6].[CH2:7]([NH:14][CH2:15][CH:16]([CH3:31])[C:17]([C:19]1[C:20]([CH:28]([CH3:30])[CH3:29])=[N:21][N:22]2[CH:27]=[CH:26][CH:25]=[CH:24][C:23]=12)=[O:18])[C:8]1[CH:9]=[CH:10][CH:11]=[CH:12][CH:13]=1. (2) Given the reactants [F:1][C:2]([F:15])([F:14])[C:3](=O)[C:4]#[C:5][C:6]1[CH:11]=[CH:10][CH:9]=[CH:8][C:7]=1C.Cl.[S:17]([C:21]1[CH:26]=[CH:25][C:24]([NH:27][NH2:28])=[CH:23][CH:22]=1)(=[O:20])(=[O:19])[NH2:18].[CH2:29](O)C, predict the reaction product. The product is: [CH3:29][C:9]1[CH:8]=[CH:7][C:6]([C:5]2[N:27]([C:24]3[CH:23]=[CH:22][C:21]([S:17]([NH2:18])(=[O:20])=[O:19])=[CH:26][CH:25]=3)[N:28]=[C:3]([C:2]([F:1])([F:14])[F:15])[CH:4]=2)=[CH:11][CH:10]=1. (3) Given the reactants [C:1]([O:8][C:9]([O:11][C:12]([CH3:15])([CH3:14])[CH3:13])=[O:10])(OC(C)(C)C)=O.OC1[CH:26]=[C:25]2[C:20]([CH:21]=[CH:22][CH:23]=[N:24]2)=[CH:19][CH:18]=1, predict the reaction product. The product is: [C:9](=[O:10])([O:8][C:1]1[CH:26]=[C:25]2[C:20]([CH:21]=[CH:22][CH:23]=[N:24]2)=[CH:19][CH:18]=1)[O:11][C:12]([CH3:13])([CH3:14])[CH3:15]. (4) Given the reactants C(NC(C)C)(C)C.[CH2:8]([Li])[CH2:9][CH2:10][CH3:11].[Cl:13][C:14]1[CH:19]=CC(Cl)=C[N:15]=1.[ClH:21].[OH-:22].[Na+], predict the reaction product. The product is: [Cl:13][C:14]1[CH:19]=[C:10]([CH:11]=[O:22])[C:9]([Cl:21])=[CH:8][N:15]=1.